Dataset: Forward reaction prediction with 1.9M reactions from USPTO patents (1976-2016). Task: Predict the product of the given reaction. (1) Given the reactants [CH:1]1([NH:5][CH:6]2[CH2:9][N:8]([C:10]([C:12]3[CH:13]=[C:14]([CH:27]=[CH:28][C:29]=3[F:30])[CH2:15][C:16]3[C:25]4[C:20](=[CH:21][CH:22]=[CH:23][CH:24]=4)[C:19](=[O:26])[NH:18][N:17]=3)=[O:11])[CH2:7]2)[CH2:4][CH2:3][CH2:2]1.[ClH:31], predict the reaction product. The product is: [ClH:31].[CH:1]1([NH:5][CH:6]2[CH2:7][N:8]([C:10]([C:12]3[CH:13]=[C:14]([CH:27]=[CH:28][C:29]=3[F:30])[CH2:15][C:16]3[C:25]4[C:20](=[CH:21][CH:22]=[CH:23][CH:24]=4)[C:19](=[O:26])[NH:18][N:17]=3)=[O:11])[CH2:9]2)[CH2:4][CH2:3][CH2:2]1. (2) Given the reactants [Cl:1][S:2]([OH:5])(=O)=[O:3].[CH3:6][C:7]1[C:21]([CH3:22])=[CH:20][C:19]([CH3:23])=[CH:18][C:8]=1[O:9][CH2:10][CH2:11][CH2:12][C:13]([O:15][CH2:16][CH3:17])=[O:14], predict the reaction product. The product is: [CH2:16]([O:15][C:13]([CH2:12][CH2:11][CH2:10][O:9][C:8]1[CH:18]=[C:19]([CH3:23])[C:20]([S:2]([Cl:1])(=[O:5])=[O:3])=[C:21]([CH3:22])[C:7]=1[CH3:6])=[O:14])[CH3:17]. (3) Given the reactants [C:1]([O:10][CH2:11][CH3:12])(=[O:9])/[CH:2]=[CH:3]/[C:4]([O:6][CH2:7][CH3:8])=[O:5].[C:13]([O:23][CH2:24][CH3:25])(=[O:22])[CH:14]=[CH:15][C:16]1[CH:21]=[CH:20][CH:19]=[CH:18][CH:17]=1.C(C1C=CC=CC=1C=C)=C.C(OOOC(C)(C)C)(=O)C(C)(C)C, predict the reaction product. The product is: [C:4]([O:6][CH2:7][CH3:8])(=[O:5])/[CH:3]=[CH:2]/[C:1]([O:10][CH2:11][CH3:12])=[O:9].[C:13]([O:23][CH2:24][CH3:25])(=[O:22])[CH:14]=[CH:15][C:16]1[CH:17]=[CH:18][CH:19]=[CH:20][CH:21]=1. (4) Given the reactants [Cl:1][C:2]1[CH:3]=[C:4]([C@H:9]2[C:18]3[C:13](=[CH:14][CH:15]=[CH:16][CH:17]=3)[CH:12]=[C:11]([CH:19]([NH:21][CH3:22])[CH3:20])[CH2:10]2)[CH:5]=[CH:6][C:7]=1[Cl:8].C=O.[CH:25](O)=O, predict the reaction product. The product is: [Cl:1][C:2]1[CH:3]=[C:4]([C@H:9]2[C:18]3[C:13](=[CH:14][CH:15]=[CH:16][CH:17]=3)[CH:12]=[C:11]([CH:19]([N:21]([CH3:25])[CH3:22])[CH3:20])[CH2:10]2)[CH:5]=[CH:6][C:7]=1[Cl:8]. (5) Given the reactants [C:1]([O:6][CH2:7][CH3:8])(=[O:5])[C:2]([CH3:4])=O.Cl.[CH2:10]([C:12]1[CH:17]=[CH:16][C:15]([NH:18][NH2:19])=[CH:14][CH:13]=1)[CH3:11], predict the reaction product. The product is: [CH2:10]([C:12]1[CH:17]=[CH:16][C:15]([NH:18][N:19]=[C:2]([CH3:4])[C:1]([O:6][CH2:7][CH3:8])=[O:5])=[CH:14][CH:13]=1)[CH3:11]. (6) Given the reactants Br[C:2]1[C:3]([F:20])=[CH:4][C:5]([F:19])=[C:6]([S:8]([NH:11][CH:12]2[CH2:17][CH2:16][CH:15]([OH:18])[CH2:14][CH2:13]2)(=[O:10])=[O:9])[CH:7]=1.B1(B2OC(C)(C)C(C)(C)O2)OC(C)(C)[C:23](C)(C)O1.C(Cl)Cl.C([O-])([O-])=O.[Na+].[Na+].[CH3:48][O:49][N:50]([CH3:61])[C:51]([C:53]1[C:58]([NH2:59])=[N:57][CH:56]=[C:55](Br)N=1)=[O:52], predict the reaction product. The product is: [NH2:59][C:58]1[N:57]=[CH:56][C:55]([C:2]2[CH:7]=[C:6]([S:8](=[O:10])(=[O:9])[NH:11][CH:12]3[CH2:17][CH2:16][CH:15]([OH:18])[CH2:14][CH2:13]3)[C:5]([F:19])=[CH:4][C:3]=2[F:20])=[CH:23][C:53]=1[C:51]([N:50]([O:49][CH3:48])[CH3:61])=[O:52]. (7) Given the reactants [O:1]=[C:2]1[C:6]2([CH2:11][CH2:10][N:9]([CH2:12][CH2:13][CH2:14][N:15]3[C:19]4[CH:20]=[CH:21][CH:22]=[CH:23][C:18]=4[NH:17][C:16]3=[O:24])[CH2:8][CH2:7]2)[N:5]([C:25]2[CH:30]=[CH:29][CH:28]=[CH:27][CH:26]=2)[CH2:4][N:3]1[CH2:31][C:32]1[CH:33]=[C:34]([CH:39]=[CH:40][CH:41]=1)[C:35]([O:37][CH3:38])=[O:36].[N:42]12[CH2:49]C[CH:45]([CH2:46][CH2:47]1)[C@H:44](O)[CH2:43]2, predict the reaction product. The product is: [O:1]=[C:2]1[C:6]2([CH2:11][CH2:10][N:9]([CH2:12][CH2:13][CH2:14][N:15]3[C:19]4[CH:20]=[CH:21][CH:22]=[CH:23][C:18]=4[NH:17][C:16]3=[O:24])[CH2:8][CH2:7]2)[N:5]([C:25]2[CH:30]=[CH:29][CH:28]=[CH:27][CH:26]=2)[CH2:4][N:3]1[CH2:31][C:32]1[CH:33]=[C:34]([CH:39]=[CH:40][CH:41]=1)[C:35]([O:37][C@H:38]1[CH:45]2[CH2:46][CH2:47][N:42]([CH2:43][CH2:44]2)[CH2:49]1)=[O:36]. (8) Given the reactants [Cl:1][C:2]1[CH:3]=[C:4]([CH:13]=[CH:14][CH:15]=1)[CH2:5][N:6]1[CH2:11][CH2:10][NH:9][CH2:8][C:7]1=[O:12].C([O:18][CH:19]=[C:20]([C:26](OCC)=O)[C:21]([O:23][CH2:24][CH3:25])=[O:22])C.C[Si]([N-][Si](C)(C)C)(C)C.[Li+].C1COCC1, predict the reaction product. The product is: [Cl:1][C:2]1[CH:3]=[C:4]([CH:13]=[CH:14][CH:15]=1)[CH2:5][N:6]1[CH2:11][CH2:10][N:9]2[CH:26]=[C:20]([C:21]([O:23][CH2:24][CH3:25])=[O:22])[C:19]([OH:18])=[C:8]2[C:7]1=[O:12].